Dataset: Forward reaction prediction with 1.9M reactions from USPTO patents (1976-2016). Task: Predict the product of the given reaction. (1) Given the reactants O.C(=O)([O-])[O-].[K+].[K+].[C:8]1(B(O)O)[CH:13]=[CH:12][CH:11]=[CH:10][CH:9]=1.I[C:18]1[CH:23]=[CH:22][N:21]([CH2:24][CH2:25][C:26]([CH3:36])([S:32]([CH3:35])(=[O:34])=[O:33])[C:27]([O:29][CH2:30][CH3:31])=[O:28])[C:20](=[O:37])[C:19]=1[CH3:38], predict the reaction product. The product is: [CH3:36][C:26]([S:32]([CH3:35])(=[O:34])=[O:33])([CH2:25][CH2:24][N:21]1[CH:22]=[CH:23][C:18]([C:8]2[CH:13]=[CH:12][CH:11]=[CH:10][CH:9]=2)=[C:19]([CH3:38])[C:20]1=[O:37])[C:27]([O:29][CH2:30][CH3:31])=[O:28]. (2) Given the reactants [O:1]1[C:5]2[CH:6]=[CH:7][C:8]([C:10](=[O:36])[CH2:11][S:12][C@H:13]3[C:16](=[O:17])[N:15]([C:18]4[CH:23]=[CH:22][C:21]([F:24])=[CH:20][CH:19]=4)[C@@H:14]3[C:25]3[CH:35]=[CH:34][C:28]([O:29][CH2:30][C:31](O)=[O:32])=[CH:27][CH:26]=3)=[CH:9][C:4]=2[CH2:3][CH2:2]1.CN1CCOCC1.CN(C(ON1N=NC2C=CC=CC1=2)=[N+](C)C)C.[B-](F)(F)(F)F.[NH2:66][CH2:67][C:68]([NH:70][C@@H:71]([C:79]([OH:81])=[O:80])[CH2:72][CH:73]1[CH2:78][CH2:77][CH2:76][CH2:75][CH2:74]1)=[O:69], predict the reaction product. The product is: [O:1]1[C:5]2[CH:6]=[CH:7][C:8]([CH:10]([OH:36])[CH2:11][S:12][C@H:13]3[C:16](=[O:17])[N:15]([C:18]4[CH:19]=[CH:20][C:21]([F:24])=[CH:22][CH:23]=4)[C@@H:14]3[C:25]3[CH:35]=[CH:34][C:28]([O:29][CH2:30][C:31]([NH:66][CH2:67][C:68]([NH:70][C@@H:71]([C:79]([OH:81])=[O:80])[CH2:72][CH:73]4[CH2:78][CH2:77][CH2:76][CH2:75][CH2:74]4)=[O:69])=[O:32])=[CH:27][CH:26]=3)=[CH:9][C:4]=2[CH2:3][CH2:2]1. (3) Given the reactants Br[C:2]1[N:7]=[C:6]([NH2:8])[CH:5]=[N:4][C:3]=1[CH3:9].[CH3:10][C:11]1[CH:12]=[C:13]([CH:24]=[CH:25][C:26]=1B1OC(C)(C)C(C)(C)O1)[O:14][C:15]1[C:20]2[CH:21]=[CH:22][O:23][C:19]=2[CH:18]=[CH:17][N:16]=1.C(=O)([O-])[O-].[Na+].[Na+], predict the reaction product. The product is: [O:23]1[C:19]2[CH:18]=[CH:17][N:16]=[C:15]([O:14][C:13]3[CH:24]=[CH:25][C:26]([C:2]4[N:7]=[C:6]([NH2:8])[CH:5]=[N:4][C:3]=4[CH3:9])=[C:11]([CH3:10])[CH:12]=3)[C:20]=2[CH:21]=[CH:22]1. (4) Given the reactants [C:12]([O:11][C:9](O[C:9]([O:11][C:12]([CH3:15])([CH3:14])[CH3:13])=[O:10])=[O:10])([CH3:15])([CH3:14])[CH3:13].C([N:23]1[CH2:28][CH2:27][CH:26]([NH2:29])[CH2:25][CH2:24]1)C1C=CC=CC=1.O, predict the reaction product. The product is: [NH:23]1[CH2:28][CH2:27][CH:26]([NH:29][C:9](=[O:10])[O:11][C:12]([CH3:13])([CH3:14])[CH3:15])[CH2:25][CH2:24]1. (5) Given the reactants [C:1]([Mg]Br)#[C:2][CH3:3].[OH:6][C:7]1[CH:23]=[CH:22][C:10]([CH:11]=[C:12]2[C:17](=[O:18])[O:16][C:15]([CH3:20])([CH3:19])[O:14][C:13]2=[O:21])=[CH:9][CH:8]=1.[Cl-].[NH4+].CCCCCC, predict the reaction product. The product is: [OH:6][C:7]1[CH:8]=[CH:9][C:10]([CH:11]([CH:12]2[C:13](=[O:21])[O:14][C:15]([CH3:20])([CH3:19])[O:16][C:17]2=[O:18])[C:1]#[C:2][CH3:3])=[CH:22][CH:23]=1. (6) Given the reactants [CH3:1][C:2]1[CH:7]=[CH:6][C:5]([OH:8])=[CH:4][C:3]=1[O:9][CH3:10].C(=O)([O-])[O-].[K+].[K+].Cl[C:18]1[CH:23]=[CH:22][C:21]([N+:24]([O-:26])=[O:25])=[CH:20][N:19]=1, predict the reaction product. The product is: [CH3:1][C:2]1[CH:7]=[CH:6][C:5]([O:8][C:18]2[CH:23]=[CH:22][C:21]([N+:24]([O-:26])=[O:25])=[CH:20][N:19]=2)=[CH:4][C:3]=1[O:9][CH3:10]. (7) The product is: [Br:22][CH2:14][C:13]1[C:12]2([CH2:15][CH2:16][CH2:17][CH2:18][CH2:19]2)[N:11]([CH3:20])[C:10](=[O:21])[C:9]=1[C:6]1[CH:7]=[CH:8][C:3]([O:2][CH3:1])=[CH:4][CH:5]=1. Given the reactants [CH3:1][O:2][C:3]1[CH:8]=[CH:7][C:6]([C:9]2[C:10](=[O:21])[N:11]([CH3:20])[C:12]3([CH2:19][CH2:18][CH2:17][CH2:16][CH2:15]3)[C:13]=2[CH3:14])=[CH:5][CH:4]=1.[Br:22]N1C(=O)CCC1=O.C(OOC(=O)C1C=CC=CC=1)(=O)C1C=CC=CC=1, predict the reaction product. (8) Given the reactants [CH3:1][O:2][C:3]1[CH:4]=[C:5]([CH:20]=[CH:21][CH:22]=1)[CH2:6][N:7]1[C:15]2[C:10](=[CH:11][C:12]([N+:16]([O-])=O)=[CH:13][CH:14]=2)[C:9](=[O:19])[NH:8]1.[C:23]1([C:29]2[O:30][C:31]([C:37]([F:40])([F:39])[F:38])=[C:32]([C:34](O)=[O:35])[N:33]=2)[CH:28]=[CH:27][CH:26]=[CH:25][CH:24]=1.CCN=C=NCCCN(C)C, predict the reaction product. The product is: [CH3:1][O:2][C:3]1[CH:4]=[C:5]([CH:20]=[CH:21][CH:22]=1)[CH2:6][N:7]1[C:15]2[C:10](=[CH:11][C:12]([NH:16][C:34]([C:32]3[N:33]=[C:29]([C:23]4[CH:28]=[CH:27][CH:26]=[CH:25][CH:24]=4)[O:30][C:31]=3[C:37]([F:39])([F:40])[F:38])=[O:35])=[CH:13][CH:14]=2)[C:9](=[O:19])[NH:8]1.